From a dataset of Reaction yield outcomes from USPTO patents with 853,638 reactions. Predict the reaction yield, written as a fraction of the theoretical maximum amount of product (1.0 means a 100% yield; for example, 0.34 means a 34% yield). (1) The reactants are C[O:2][C:3]1[C:8]2[NH:9][C:10]([C:12]3[S:13][CH:14]=[CH:15][CH:16]=3)=[N:11][C:7]=2[C:6]([C:17]([OH:19])=O)=[CH:5][CH:4]=1.[NH2:20][C@@H:21]([C:24]([CH3:27])([CH3:26])[CH3:25])[CH2:22][OH:23]. No catalyst specified. The product is [OH:2][C:3]1[C:8]2[NH:9][C:10]([C:12]3[S:13][CH:14]=[CH:15][CH:16]=3)=[N:11][C:7]=2[C:6]([C:17]([NH:20][C@@H:21]([C:24]([CH3:27])([CH3:26])[CH3:25])[CH2:22][OH:23])=[O:19])=[CH:5][CH:4]=1. The yield is 0.120. (2) The yield is 0.590. The product is [CH:35]1([C@H:27]([NH:26][C:24]([C:23]2[CH:22]=[CH:21][C:20]([C:41]3[CH:46]=[CH:45][C:44]([F:47])=[C:43]([F:48])[CH:42]=3)=[CH:19][C:18]=2[NH:17][C:15]([NH:14][C:3]2[C:2]([Cl:1])=[CH:7][C:6]([O:8][C:9]([F:10])([F:12])[F:11])=[CH:5][C:4]=2[Cl:13])=[O:16])=[O:25])[C:28]([O:30][C:31]([CH3:33])([CH3:32])[CH3:34])=[O:29])[CH2:40][CH2:39][CH2:38][CH2:37][CH2:36]1. The reactants are [Cl:1][C:2]1[CH:7]=[C:6]([O:8][C:9]([F:12])([F:11])[F:10])[CH:5]=[C:4]([Cl:13])[C:3]=1[N:14]=[C:15]=[O:16].[NH2:17][C:18]1[CH:19]=[C:20]([C:41]2[CH:46]=[CH:45][C:44]([F:47])=[C:43]([F:48])[CH:42]=2)[CH:21]=[CH:22][C:23]=1[C:24]([NH:26][C@@H:27]([CH:35]1[CH2:40][CH2:39][CH2:38][CH2:37][CH2:36]1)[C:28]([O:30][C:31]([CH3:34])([CH3:33])[CH3:32])=[O:29])=[O:25].CCCCCC.C(OCC)(=O)C. The catalyst is N1C=CC=CC=1. (3) The reactants are [C:1]([O:5][C:6](=[O:47])[CH2:7][CH2:8][C:9]1[CH:14]=[CH:13][C:12]([O:15][CH2:16][CH2:17][C:18]2[N:19]=[C:20]([C:24]3[CH:29]=[CH:28][C:27](B4OC(C)(C)C(C)(C)O4)=[CH:26][CH:25]=3)[O:21][C:22]=2[CH3:23])=[CH:11][C:10]=1[CH2:39][NH:40][C:41]([O:43][CH:44]([CH3:46])[CH3:45])=[O:42])([CH3:4])([CH3:3])[CH3:2].C(O)(=[O:50])C.OO.[O-]S([O-])(=S)=O.[Na+].[Na+]. The catalyst is C1COCC1.O. The product is [C:1]([O:5][C:6](=[O:47])[CH2:7][CH2:8][C:9]1[CH:14]=[CH:13][C:12]([O:15][CH2:16][CH2:17][C:18]2[N:19]=[C:20]([C:24]3[CH:25]=[CH:26][C:27]([OH:50])=[CH:28][CH:29]=3)[O:21][C:22]=2[CH3:23])=[CH:11][C:10]=1[CH2:39][NH:40][C:41]([O:43][CH:44]([CH3:45])[CH3:46])=[O:42])([CH3:2])([CH3:3])[CH3:4]. The yield is 0.950. (4) The reactants are [Al+3].[Cl-].[Cl-].[Cl-].Cl[C:6]1[C:11]2[CH:12]=[CH:13][CH:14]=[CH:15][C:10]=2[S:9](=[O:17])(=[O:16])[NH:8][N:7]=1.[F:18][C:19]1[CH:20]=[C:21]2[C:25](=[CH:26][CH:27]=1)[NH:24][C:23]([CH3:28])=[CH:22]2. The catalyst is ClCCCl.O. The product is [F:18][C:19]1[CH:20]=[C:21]2[C:25](=[CH:26][CH:27]=1)[NH:24][C:23]([CH3:28])=[C:22]2[C:6]1[C:11]2[CH:12]=[CH:13][CH:14]=[CH:15][C:10]=2[S:9](=[O:17])(=[O:16])[NH:8][N:7]=1. The yield is 0.190. (5) The reactants are [F:1][C:2]1[CH:27]=[CH:26][C:25]([F:28])=[CH:24][C:3]=1[CH2:4][N:5]1[CH2:10][CH2:9][NH:8][C:7]2[N:11]=[CH:12][C:13]([C:15]3[CH:23]=[CH:22][C:18]([C:19]([OH:21])=O)=[CH:17][CH:16]=3)=[CH:14][C:6]1=2.[N:29]1([CH:34]2[CH2:39][CH2:38][NH:37][CH2:36][CH2:35]2)[CH2:33][CH2:32][CH2:31][CH2:30]1. No catalyst specified. The product is [F:1][C:2]1[CH:27]=[CH:26][C:25]([F:28])=[CH:24][C:3]=1[CH2:4][N:5]1[CH2:10][CH2:9][NH:8][C:7]2[N:11]=[CH:12][C:13]([C:15]3[CH:23]=[CH:22][C:18]([C:19]([N:37]4[CH2:38][CH2:39][CH:34]([N:29]5[CH2:33][CH2:32][CH2:31][CH2:30]5)[CH2:35][CH2:36]4)=[O:21])=[CH:17][CH:16]=3)=[CH:14][C:6]1=2. The yield is 0.470. (6) The reactants are [OH:1][C:2]1[CH:10]=[C:9]2[C:5]([CH:6]=[C:7]([C:11]([OH:13])=O)[NH:8]2)=[CH:4][CH:3]=1.C(N(CC)CC)C.[CH2:21]([CH:28]1[CH2:33][CH2:32][NH:31][CH2:30][CH2:29]1)[C:22]1[CH:27]=[CH:26][CH:25]=[CH:24][CH:23]=1.CN(C(ON1N=NC2C=CC=CC1=2)=[N+](C)C)C.F[P-](F)(F)(F)(F)F. The catalyst is CN(C)C=O. The product is [CH2:21]([CH:28]1[CH2:33][CH2:32][N:31]([C:11]([C:7]2[NH:8][C:9]3[C:5]([CH:6]=2)=[CH:4][CH:3]=[C:2]([OH:1])[CH:10]=3)=[O:13])[CH2:30][CH2:29]1)[C:22]1[CH:27]=[CH:26][CH:25]=[CH:24][CH:23]=1. The yield is 0.710.